Dataset: Aqueous solubility values for 9,982 compounds from the AqSolDB database. Task: Regression/Classification. Given a drug SMILES string, predict its absorption, distribution, metabolism, or excretion properties. Task type varies by dataset: regression for continuous measurements (e.g., permeability, clearance, half-life) or binary classification for categorical outcomes (e.g., BBB penetration, CYP inhibition). For this dataset (solubility_aqsoldb), we predict Y. (1) The molecule is O=S(=O)([O-])[O-].[Fe+2]. The Y is 0.631 log mol/L. (2) The drug is Nc1ccc(CC(=O)c2ccccc2)cc1. The Y is -1.80 log mol/L. (3) The molecule is CCOC(=O)CCSP(=S)(OC(C)C)OC(C)C. The Y is -4.27 log mol/L. (4) The molecule is C=CCCC(=O)C1CCCC(C)(C)C1. The Y is -4.78 log mol/L. (5) The drug is c1ccc(COCc2ccccc2)cc1. The Y is -3.69 log mol/L. (6) The drug is COc1ccc(C(=O)NN)cc1. The Y is -1.15 log mol/L. (7) The compound is NS(=O)(=O)c1cc2c(cc1Cl)CN(C1CCCCC1)C2=O. The Y is -4.31 log mol/L. (8) The compound is CN(C)C1CCCCC1. The Y is -0.977 log mol/L. (9) The Y is -3.03 log mol/L. The molecule is CCN(CCCl)c1ccc(C=O)cc1.